Predict the product of the given reaction. From a dataset of Forward reaction prediction with 1.9M reactions from USPTO patents (1976-2016). (1) Given the reactants [Br:1][C:2]1[N:7]=[C:6]([NH2:8])[CH:5]=[CH:4][CH:3]=1.Cl[CH2:10][C:11]([CH3:13])=O, predict the reaction product. The product is: [Br:1][C:2]1[N:7]2[CH:10]=[C:11]([CH3:13])[N:8]=[C:6]2[CH:5]=[CH:4][CH:3]=1. (2) Given the reactants I[C:2]1[CH:12]=[CH:11][C:5]([C:6]([O:8][CH2:9][CH3:10])=[O:7])=[CH:4][CH:3]=1.[C:13]1([C:19]#[CH:20])[CH:18]=[CH:17][CH:16]=[CH:15][CH:14]=1.C(NCC)C, predict the reaction product. The product is: [C:13]1([C:19]#[C:20][C:2]2[CH:12]=[CH:11][C:5]([C:6]([O:8][CH2:9][CH3:10])=[O:7])=[CH:4][CH:3]=2)[CH:18]=[CH:17][CH:16]=[CH:15][CH:14]=1. (3) Given the reactants [NH2:1][C:2]1[N:3]=[C:4]([N:16]2[CH2:21][CH2:20][NH:19][CH2:18][CH2:17]2)[C:5]2[C:10]([C:11]([O:13][CH2:14][CH3:15])=[O:12])=[CH:9][S:8][C:6]=2[N:7]=1.[CH3:22][O:23][C:24]1[CH:29]=[CH:28][C:27]([N:30]=[C:31]=[O:32])=[CH:26][CH:25]=1, predict the reaction product. The product is: [NH2:1][C:2]1[N:3]=[C:4]([N:16]2[CH2:21][CH2:20][N:19]([C:31]([NH:30][C:27]3[CH:28]=[CH:29][C:24]([O:23][CH3:22])=[CH:25][CH:26]=3)=[O:32])[CH2:18][CH2:17]2)[C:5]2[C:10]([C:11]([O:13][CH2:14][CH3:15])=[O:12])=[CH:9][S:8][C:6]=2[N:7]=1. (4) Given the reactants C([N:8]([C@@H:19]([CH2:22][C:23]1[CH:28]=[CH:27][C:26]([N+:29]([O-])=O)=[CH:25][CH:24]=1)[CH2:20][OH:21])[CH2:9][C@@H:10]([C:12]1[CH:17]=[CH:16][CH:15]=[C:14]([Cl:18])[CH:13]=1)[OH:11])C1C=CC=CC=1.CO, predict the reaction product. The product is: [ClH:18].[ClH:18].[NH2:29][C:26]1[CH:25]=[CH:24][C:23]([CH2:22][C@H:19]([NH:8][CH2:9][C@@H:10]([C:12]2[CH:17]=[CH:16][CH:15]=[C:14]([Cl:18])[CH:13]=2)[OH:11])[CH2:20][OH:21])=[CH:28][CH:27]=1. (5) Given the reactants COC[O:4][C:5]1[CH:6]=[C:7]([CH:10]=[CH:11][C:12]=1[N:13]1[CH2:18][CH2:17][O:16][CH2:15][CH2:14]1)[CH:8]=[O:9].Cl.C(=O)([O-])O.[Na+], predict the reaction product. The product is: [OH:4][C:5]1[CH:6]=[C:7]([CH:10]=[CH:11][C:12]=1[N:13]1[CH2:18][CH2:17][O:16][CH2:15][CH2:14]1)[CH:8]=[O:9]. (6) Given the reactants [F:1][C:2]1[CH:7]=[C:6]([F:8])[C:5]([F:9])=[CH:4][C:3]=1[CH2:10][OH:11].Cl[C:13]1[CH:30]=[C:17]2[N:18](C(OC(C)(C)C)=O)[C@@H:19]([CH3:22])[CH2:20][CH2:21][N:16]2[C:15](=[O:31])[N:14]=1, predict the reaction product. The product is: [CH3:22][C@H:19]1[CH2:20][CH2:21][N:16]2[C:15](=[O:31])[N:14]=[C:13]([O:11][CH2:10][C:3]3[CH:4]=[C:5]([F:9])[C:6]([F:8])=[CH:7][C:2]=3[F:1])[CH:30]=[C:17]2[NH:18]1. (7) Given the reactants Cl.Cl.[CH3:3][C:4]1[N:9]=[C:8]([N:10]2[CH2:15][CH2:14][CH:13]([NH2:16])[CH2:12][CH2:11]2)[CH:7]=[CH:6][N:5]=1.[CH2:17]([C:24]1[CH:29]=[C:28]([CH3:30])[N:27]=[C:26](Cl)[N:25]=1)[C:18]1[CH:23]=[CH:22][CH:21]=[CH:20][CH:19]=1.C(N(CC)C(C)C)(C)C, predict the reaction product. The product is: [CH2:17]([C:24]1[CH:29]=[C:28]([CH3:30])[N:27]=[C:26]([NH:16][CH:13]2[CH2:14][CH2:15][N:10]([C:8]3[CH:7]=[CH:6][N:5]=[C:4]([CH3:3])[N:9]=3)[CH2:11][CH2:12]2)[N:25]=1)[C:18]1[CH:19]=[CH:20][CH:21]=[CH:22][CH:23]=1. (8) Given the reactants [I-].[NH:2]1[C:10]2[C:5](=[CH:6][CH:7]=[CH:8][CH:9]=2)[C:4]([CH2:11][P+](C2C=CC=CC=2)(C2C=CC=CC=2)C2C=CC=CC=2)=[N:3]1.CC[O:33][CH:34](OCC)[C:35]1[CH:40]=[CH:39][C:38]([CH:41]=O)=[CH:37][CH:36]=1.C(=O)([O-])[O-].[K+].[K+].O.C1(C)C=CC(S(O)(=O)=O)=CC=1, predict the reaction product. The product is: [CH:34]([C:35]1[CH:40]=[CH:39][C:38](/[CH:41]=[CH:11]/[C:4]2[C:5]3[C:10](=[CH:9][CH:8]=[CH:7][CH:6]=3)[NH:2][N:3]=2)=[CH:37][CH:36]=1)=[O:33]. (9) Given the reactants CN(C(ON1N=NC2C=CC=NC1=2)=[N+](C)C)C.F[P-](F)(F)(F)(F)F.[CH3:25][O:26][C@:27]1([C:36]2[CH:45]=[CH:44][C:43]3[C:38](=[CH:39][C:40]([CH:48]=[CH2:49])=[C:41]([O:46][CH3:47])[CH:42]=3)[CH:37]=2)[CH2:31][NH:30][C@H:29]([C:32]([O:34][CH3:35])=[O:33])[CH2:28]1.[CH3:50][C:51]([CH3:69])([CH3:68])[C@H:52]([NH:56][C:57]([O:59][CH2:60][CH2:61][CH2:62][CH2:63][CH2:64][CH2:65][CH:66]=[CH2:67])=[O:58])[C:53](O)=[O:54].CCN(C(C)C)C(C)C, predict the reaction product. The product is: [CH3:50][C:51]([CH3:69])([CH3:68])[C@H:52]([NH:56][C:57]([O:59][CH2:60][CH2:61][CH2:62][CH2:63][CH2:64][CH2:65][CH:66]=[CH2:67])=[O:58])[C:53]([N:30]1[CH2:31][C@:27]([O:26][CH3:25])([C:36]2[CH:45]=[CH:44][C:43]3[C:38](=[CH:39][C:40]([CH:48]=[CH2:49])=[C:41]([O:46][CH3:47])[CH:42]=3)[CH:37]=2)[CH2:28][C@H:29]1[C:32]([O:34][CH3:35])=[O:33])=[O:54].